This data is from Experimentally validated miRNA-target interactions with 360,000+ pairs, plus equal number of negative samples. The task is: Binary Classification. Given a miRNA mature sequence and a target amino acid sequence, predict their likelihood of interaction. (1) The miRNA is rno-miR-429 with sequence UAAUACUGUCUGGUAAUGCCGU. The protein sequence of the target gene is MGEQPIFSTRAHVFQIDPNTKKNWVPTSKHAVTVSYFYDSTRNVYRIISLDGSKAIINSTITPNMTFTKTSQKFGQWADSRANTVYGLGFSSEHHLSKFAEKFQEFKEAARLAKEKSQEKMELTSTPSQESAGGDLQSPLTPESINGTDDERTPDVTQNSEPRAEPTQNALPFPHSAGDRTQALSHASSAISKHWEAELATLKGNNAKLTAALLESTANVKQWKQQLAAYQEEAERLHKRVTELECVSSQANAVHSHKTELNQTVQELEETLKVKEEEIERLKQEIDNARELQEQRDSLT.... Result: 0 (no interaction). (2) The miRNA is mmu-miR-3082-5p with sequence GACAGAGUGUGUGUGUCUGUGU. The protein sequence of the target gene is MSEDEEKVKLRRLEPAIQKFTKIVIPTDLERLRKHQINIEKYQRCRIWDKLHEEHINAGRTVQQLRSNIREMEKLCLKVHKDDLVLLKRMIDPVKEAAATATAEFLQLHLESVEELKKQVNDEELLQPSLTRSTTVDGVLHTGEAEAASQSLTQIYALPEIPQDQNAAESWETLEADLIELSHLVTDMSLLVSSQQEKIDSIADHVNSAAVNVEEGTKNLQKAAKYKLAALPVAGALIGGVVGGPIGLLAGFKVAGIAAALGGGVLGFTGGKLIQRRKQKMMEKLTSSCPDLPSQSDKKR.... Result: 1 (interaction). (3) The miRNA is mmu-miR-701-5p with sequence UUAGCCGCUGAAAUAGAUGGA. The protein sequence of the target gene is MQGMASVVSCEPWALLGRGALCTKARPGGGPAAGTVVAPGSPDRGRPRSRNSLASQDQQGAVTSGTAHKALFSRDTNFLQEINRKQEAAPTGTRHKAKSQGLVTFGDVAVVFSQEEWEWLNSEQRSLYWKVMLDNYRNLASLGLCASQPDMITSLEQGRDPWMMKRKMRKGQHLDLKAMQETKEFPPKDLSEETLFLAVLRKQLLPHRPKCSMVRAAWEGGAVFTTHRGLKTNSGLARDSPAQLVSAQRSFCKSVTWENCGDRGSVGQQSVQEAQDLLPRQDSHAERVTGRTWSTKLECS.... Result: 0 (no interaction). (4) The miRNA is hsa-miR-4309 with sequence CUGGAGUCUAGGAUUCCA. The protein sequence of the target gene is MMQESGTETKSNGSAIQNGASGGNHLLECSLREVRSNGETPSVEIGAADLTHLQQQQALQVARQLLLQQQQQQQQQQQQQQQQQVSGLKSPKRNDKQPALQVPVSVAMMTPQVITPQQMQQILQQQVLTPQQLQVLLQQQQALMLQQQQLQEFYKKQQEQLQLQLLQQQHAGKQPKEPQQQQVATQQLAFQQQLLQMQQLQQQHLLTLQRQGLLTIQPGQPTLPLQPLAQGMIPTELQQLWKEVTSSHTAEEAASNNHSSLDLSTTCVSSSAPSKTSLIINPHASTNGQLSVHTPKRESL.... Result: 0 (no interaction).